This data is from Full USPTO retrosynthesis dataset with 1.9M reactions from patents (1976-2016). The task is: Predict the reactants needed to synthesize the given product. (1) Given the product [OH:8][CH2:9][C:10]1([CH3:40])[S:16][CH2:15][CH2:14][N:13]2[C:17]([C:20]3([C:23]4[CH:24]=[CH:25][C:26]([C:29]5[CH:30]=[CH:31][C:32]([C:35]([N:37]([CH3:39])[CH3:38])=[O:36])=[N:33][CH:34]=5)=[CH:27][CH:28]=4)[CH2:22][CH2:21]3)=[N:18][N:19]=[C:12]2[CH2:11]1, predict the reactants needed to synthesize it. The reactants are: [Si]([O:8][CH2:9][C:10]1([CH3:40])[S:16][CH2:15][CH2:14][N:13]2[C:17]([C:20]3([C:23]4[CH:28]=[CH:27][C:26]([C:29]5[CH:30]=[CH:31][C:32]([C:35]([N:37]([CH3:39])[CH3:38])=[O:36])=[N:33][CH:34]=5)=[CH:25][CH:24]=4)[CH2:22][CH2:21]3)=[N:18][N:19]=[C:12]2[CH2:11]1)(C(C)(C)C)(C)C.Cl. (2) The reactants are: [Cl:1][C:2]1[C:10]([O:11][CH3:12])=[CH:9][CH:8]=[C:7]([F:13])[C:3]=1C(O)=O.C(Cl)(C(Cl)=O)=O.[N-:20]=[N+]=[N-].[Na+]. Given the product [Cl:1][C:2]1[C:10]([O:11][CH3:12])=[CH:9][CH:8]=[C:7]([F:13])[C:3]=1[NH2:20], predict the reactants needed to synthesize it. (3) Given the product [OH:1][C:2]1[CH:3]=[C:4](/[CH:5]=[CH:11]/[CH:10]=[O:12])[CH:7]=[CH:8][CH:9]=1, predict the reactants needed to synthesize it. The reactants are: [OH:1][C:2]1[CH:3]=[C:4]([CH:7]=[CH:8][CH:9]=1)[CH:5]=O.[C:10](OC=C)(=[O:12])[CH3:11].C(=O)([O-])[O-].[K+].[K+]. (4) Given the product [Br:1][C:2]1[CH:3]=[C:4]([C:12](=[CH:18][C@@H:19]2[CH2:39][CH2:38][C:21]3([O:22][C@@H:23]([C:32]4[CH:33]=[CH:34][CH:35]=[CH:36][CH:37]=4)[C@H:24]([C:26]4[CH:31]=[CH:30][CH:29]=[CH:28][CH:27]=4)[O:25]3)[CH2:20]2)[C:13]([O:15][CH2:16][CH3:17])=[O:14])[CH:5]=[CH:6][C:7]=1[S:8]([CH:9]1[CH2:11][CH2:10]1)(=[O:41])=[O:56], predict the reactants needed to synthesize it. The reactants are: [Br:1][C:2]1[CH:3]=[C:4]([C:12](=[CH:18][C@@H:19]2[CH2:39][CH2:38][C:21]3([O:25][C@@H:24]([C:26]4[CH:31]=[CH:30][CH:29]=[CH:28][CH:27]=4)[C@H:23]([C:32]4[CH:37]=[CH:36][CH:35]=[CH:34][CH:33]=4)[O:22]3)[CH2:20]2)[C:13]([O:15][CH2:16][CH3:17])=[O:14])[CH:5]=[CH:6][C:7]=1[S:8][CH:9]1[CH2:11][CH2:10]1.C(=O)([O-])[OH:41].[Na+].ClC1C=CC=C(C(OO)=O)C=1.[OH2:56]. (5) The reactants are: [C:1]([O:5][C:6]([N:8]1[C:17]2[C:12](=[CH:13][CH:14]=[CH:15][CH:16]=2)[N:11]([C:18]2[CH:23]=[CH:22][C:21]([N:24]3[CH2:29][CH2:28][N:27](C(OCC4C=CC=CC=4)=O)[CH2:26][CH2:25]3)=[CH:20][CH:19]=2)[CH2:10][CH2:9]1)=[O:7])([CH3:4])([CH3:3])[CH3:2].C([O-])=O.[NH4+]. Given the product [C:1]([O:5][C:6]([N:8]1[C:17]2[C:12](=[CH:13][CH:14]=[CH:15][CH:16]=2)[N:11]([C:18]2[CH:23]=[CH:22][C:21]([N:24]3[CH2:29][CH2:28][NH:27][CH2:26][CH2:25]3)=[CH:20][CH:19]=2)[CH2:10][CH2:9]1)=[O:7])([CH3:4])([CH3:2])[CH3:3], predict the reactants needed to synthesize it. (6) Given the product [CH3:41][C:23]([C:20]1[CH:19]=[CH:18][C:17]([C:14]2[N:13]=[C:12]([CH2:11][OH:10])[O:16][N:15]=2)=[CH:22][CH:21]=1)([C:27]1[CH:28]=[CH:29][C:30]([O:33][CH2:34][C:35]2[CH:40]=[CH:39][CH:38]=[CH:37][N:36]=2)=[CH:31][CH:32]=1)[CH:24]([CH3:26])[CH3:25], predict the reactants needed to synthesize it. The reactants are: C(=O)([O-])[O-].[K+].[K+].C([O:10][CH2:11][C:12]1[O:16][N:15]=[C:14]([C:17]2[CH:22]=[CH:21][C:20]([C:23]([CH3:41])([C:27]3[CH:32]=[CH:31][C:30]([O:33][CH2:34][C:35]4[CH:40]=[CH:39][CH:38]=[CH:37][N:36]=4)=[CH:29][CH:28]=3)[CH:24]([CH3:26])[CH3:25])=[CH:19][CH:18]=2)[N:13]=1)(=O)C. (7) Given the product [Br:1][C:2]1[CH:3]=[CH:4][C:5]2[N:11]([CH3:17])[C:10](=[O:12])[O:9][C:7](=[O:8])[C:6]=2[CH:13]=1, predict the reactants needed to synthesize it. The reactants are: [Br:1][C:2]1[CH:13]=[C:6]2[C:7]([O:9][C:10](=[O:12])[NH:11][C:5]2=[CH:4][CH:3]=1)=[O:8].[H-].[Na+].I[CH3:17].O.